Dataset: Peptide-MHC class I binding affinity with 185,985 pairs from IEDB/IMGT. Task: Regression. Given a peptide amino acid sequence and an MHC pseudo amino acid sequence, predict their binding affinity value. This is MHC class I binding data. (1) The peptide sequence is FPFKYAAAP. The MHC is Mamu-B17 with pseudo-sequence Mamu-B17. The binding affinity (normalized) is 0.180. (2) The MHC is HLA-C06:02 with pseudo-sequence HLA-C06:02. The peptide sequence is FTFDNSKFV. The binding affinity (normalized) is 0.613. (3) The peptide sequence is LWLLWPVTL. The MHC is HLA-A29:02 with pseudo-sequence HLA-A29:02. The binding affinity (normalized) is 0.305. (4) The peptide sequence is KVCRTLLAK. The MHC is HLA-B08:02 with pseudo-sequence HLA-B08:02. The binding affinity (normalized) is 0.0847.